From a dataset of Forward reaction prediction with 1.9M reactions from USPTO patents (1976-2016). Predict the product of the given reaction. (1) Given the reactants [Br:1][C:2]1[CH:3]=[C:4]2[C:9](=[CH:10][CH:11]=1)[N:8]=[CH:7][C:6]([C:12](=[O:14])[CH3:13])=[C:5]2Cl.[NH2:16][C:17]1[CH:18]=[CH:19][C:20]([N:23]2[CH2:27][CH2:26][CH:25]([N:28]([CH3:36])[C:29](=[O:35])[O:30][C:31]([CH3:34])([CH3:33])[CH3:32])[CH2:24]2)=[N:21][CH:22]=1, predict the reaction product. The product is: [C:12]([C:6]1[CH:7]=[N:8][C:9]2[C:4]([C:5]=1[NH:16][C:17]1[CH:18]=[CH:19][C:20]([N:23]3[CH2:27][CH2:26][CH:25]([N:28]([CH3:36])[C:29](=[O:35])[O:30][C:31]([CH3:32])([CH3:33])[CH3:34])[CH2:24]3)=[N:21][CH:22]=1)=[CH:3][C:2]([Br:1])=[CH:11][CH:10]=2)(=[O:14])[CH3:13]. (2) Given the reactants [CH3:1][Si:2]([CH3:28])([CH3:27])[C:3]1[CH:4]=[C:5]([CH:20]=[C:21]([Si:23]([CH3:26])([CH3:25])[CH3:24])[CH:22]=1)[C:6]([NH:8][C:9]1[CH:19]=[CH:18][C:12]([CH:13]=[CH:14][C:15]([OH:17])=[O:16])=[CH:11][CH:10]=1)=[O:7].[H][H], predict the reaction product. The product is: [CH3:26][Si:23]([CH3:24])([CH3:25])[C:21]1[CH:20]=[C:5]([CH:4]=[C:3]([Si:2]([CH3:28])([CH3:27])[CH3:1])[CH:22]=1)[C:6]([NH:8][C:9]1[CH:10]=[CH:11][C:12]([CH2:13][CH2:14][C:15]([OH:17])=[O:16])=[CH:18][CH:19]=1)=[O:7]. (3) Given the reactants C(OC([N:8]1[C:16]2[C:11](=[CH:12][CH:13]=[CH:14][CH:15]=2)[CH:10]=[C:9]1[C:17]1[CH:22]=[C:21]([CH:23]=[O:24])[C:20]([O:25][CH3:26])=[CH:19][C:18]=1[O:27][CH3:28])=O)(C)(C)C.[N+](CCCC)(CCCC)(CCCC)CCCC.[F-].C(Cl)Cl, predict the reaction product. The product is: [NH:8]1[C:16]2[C:11](=[CH:12][CH:13]=[CH:14][CH:15]=2)[CH:10]=[C:9]1[C:17]1[C:18]([O:27][CH3:28])=[CH:19][C:20]([O:25][CH3:26])=[C:21]([CH:22]=1)[CH:23]=[O:24]. (4) Given the reactants C(N(C(C)C)CC)(C)C.C1N(P(Cl)(N2C(=O)OCC2)=O)C(=O)OC1.[Cl:25][CH2:26][CH2:27][CH2:28][CH:29]([CH:33]1[CH2:35][CH2:34]1)[C:30]([OH:32])=O.[C:36]([O:40][C:41]([CH3:44])([CH3:43])[CH3:42])(=[O:39])[NH:37][NH2:38], predict the reaction product. The product is: [Cl:25][CH2:26][CH2:27][CH2:28][CH:29]([CH:33]1[CH2:35][CH2:34]1)[C:30]([NH:38][NH:37][C:36]([O:40][C:41]([CH3:44])([CH3:43])[CH3:42])=[O:39])=[O:32].